Dataset: Full USPTO retrosynthesis dataset with 1.9M reactions from patents (1976-2016). Task: Predict the reactants needed to synthesize the given product. (1) Given the product [Br:23][C:21]1[CH:22]=[C:17]([Br:16])[C:18]2[N:19]([CH:2]=[CH:3][N:25]=2)[C:20]=1[CH3:24], predict the reactants needed to synthesize it. The reactants are: Br[CH2:2][CH:3](OCC)OCC.Br.C(=O)(O)[O-].[Na+].[Br:16][C:17]1[C:18]([NH2:25])=[N:19][C:20]([CH3:24])=[C:21]([Br:23])[CH:22]=1. (2) The reactants are: [CH2:1]([O:5][CH2:6][CH2:7][O:8][C:9]1[CH:14]=[CH:13][C:12]([C:15]2[CH:20]=[CH:19][C:18]([N:21]([CH3:29])[CH2:22][C:23]3[CH:24]=[N:25][N:26]([CH3:28])[CH:27]=3)=[C:17](/[CH:30]=[CH:31]/[C:32]([O:34]CC)=[O:33])[CH:16]=2)=[CH:11][CH:10]=1)[CH2:2][CH2:3][CH3:4].[OH-].[Na+].O.Cl. Given the product [CH2:1]([O:5][CH2:6][CH2:7][O:8][C:9]1[CH:14]=[CH:13][C:12]([C:15]2[CH:20]=[CH:19][C:18]([N:21]([CH3:29])[CH2:22][C:23]3[CH:24]=[N:25][N:26]([CH3:28])[CH:27]=3)=[C:17](/[CH:30]=[CH:31]/[C:32]([OH:34])=[O:33])[CH:16]=2)=[CH:11][CH:10]=1)[CH2:2][CH2:3][CH3:4], predict the reactants needed to synthesize it.